From a dataset of Forward reaction prediction with 1.9M reactions from USPTO patents (1976-2016). Predict the product of the given reaction. (1) Given the reactants [C:1]([O:5][C:6]([N:8]([CH2:17][C:18]1[CH:33]=[CH:32][C:21]([O:22][C:23]2[CH:31]=[CH:30][C:26]([C:27]([OH:29])=O)=[CH:25][N:24]=2)=[CH:20][CH:19]=1)[CH2:9][CH2:10][C:11]1[CH:16]=[CH:15][CH:14]=[CH:13][CH:12]=1)=[O:7])([CH3:4])([CH3:3])[CH3:2].C(Cl)CCl.C1C=C[C:41]2N(O)N=[N:44][C:42]=2C=1.CCN(C(C)C)C(C)C.Cl.CN.C(O)(=O)CC(CC(O)=O)(C(O)=O)O.C([O-])(O)=O.[Na+], predict the reaction product. The product is: [C:1]([O:5][C:6](=[O:7])[N:8]([CH2:17][C:18]1[CH:19]=[CH:20][C:21]([O:22][C:23]2[CH:31]=[CH:30][C:26]([C:27](=[O:29])[NH:44][CH2:42][CH3:41])=[CH:25][N:24]=2)=[CH:32][CH:33]=1)[CH2:9][CH2:10][C:11]1[CH:12]=[CH:13][CH:14]=[CH:15][CH:16]=1)([CH3:2])([CH3:4])[CH3:3]. (2) The product is: [ClH:31].[CH3:1][O:2][C:3](=[O:30])[CH2:4][CH2:5][C:6]1[CH:10]=[C:9]([C:11]2[CH:12]=[N:13][CH:14]=[C:15]([O:17][CH2:18][C@@H:19]3[CH2:22][CH2:21][NH:20]3)[CH:16]=2)[O:8][N:7]=1. Given the reactants [CH3:1][O:2][C:3](=[O:30])[CH2:4][CH2:5][C:6]1[CH:10]=[C:9]([C:11]2[CH:12]=[N:13][CH:14]=[C:15]([O:17][CH2:18][C@@H:19]3[CH2:22][CH2:21][N:20]3C(OC(C)(C)C)=O)[CH:16]=2)[O:8][N:7]=1.[ClH:31], predict the reaction product.